From a dataset of Full USPTO retrosynthesis dataset with 1.9M reactions from patents (1976-2016). Predict the reactants needed to synthesize the given product. (1) Given the product [F:57][CH:8]([F:7])[C:9]([C:44]1[CH:45]=[CH:46][C:47]([C:50]2[CH:55]=[CH:54][C:53]([F:56])=[CH:52][N:51]=2)=[CH:48][CH:49]=1)([OH:43])[CH2:10][C:11]1[N:12]([C:24]([C:31]2[CH:36]=[CH:35][CH:34]=[CH:33][CH:32]=2)([C:37]2[CH:42]=[CH:41][CH:40]=[CH:39][CH:38]=2)[C:25]2[CH:26]=[CH:27][CH:28]=[CH:29][CH:30]=2)[CH:13]=[C:14]([CH2:16][C:17]([CH3:23])([CH3:22])[CH:18]=[O:21])[N:15]=1, predict the reactants needed to synthesize it. The reactants are: I([O-])(=O)(=O)=O.[Na+].[F:7][CH:8]([F:57])[C:9]([C:44]1[CH:49]=[CH:48][C:47]([C:50]2[CH:55]=[CH:54][C:53]([F:56])=[CH:52][N:51]=2)=[CH:46][CH:45]=1)([OH:43])[CH2:10][C:11]1[N:12]([C:24]([C:37]2[CH:42]=[CH:41][CH:40]=[CH:39][CH:38]=2)([C:31]2[CH:36]=[CH:35][CH:34]=[CH:33][CH:32]=2)[C:25]2[CH:30]=[CH:29][CH:28]=[CH:27][CH:26]=2)[CH:13]=[C:14]([CH2:16][C:17]([CH3:23])([CH3:22])[CH:18]([OH:21])CO)[N:15]=1. (2) Given the product [CH2:25]([N:19]1[CH2:18][CH2:17][N:16]([C:11]2[CH:12]=[CH:13][CH:14]=[CH:15][C:10]=2[CH:4]2[CH2:3][C:2]([CH3:22])([CH3:1])[CH2:7][C:6]([CH3:8])([CH3:9])[CH2:5]2)[CH2:21][CH2:20]1)[CH:24]=[CH2:23], predict the reactants needed to synthesize it. The reactants are: [CH3:1][C:2]1([CH3:22])[CH2:7][C:6]([CH3:9])([CH3:8])[CH2:5][CH:4]([C:10]2[CH:15]=[CH:14][CH:13]=[CH:12][C:11]=2[N:16]2[CH2:21][CH2:20][NH:19][CH2:18][CH2:17]2)[CH2:3]1.[CH2:23](Br)[CH:24]=[CH2:25].C(=O)([O-])[O-].[K+].[K+].C(=O)([O-])O.[Na+]. (3) Given the product [NH2:23][C:12]1[CH:11]=[CH:10][C:9]([O:8][CH2:1][C:2]2[CH:3]=[CH:4][CH:5]=[CH:6][CH:7]=2)=[CH:14][C:13]=1[S:15][C:16]1[CH:17]=[CH:18][C:19]([OH:22])=[CH:20][CH:21]=1, predict the reactants needed to synthesize it. The reactants are: [CH2:1]([O:8][C:9]1[CH:10]=[CH:11][C:12]([N+:23]([O-])=O)=[C:13]([S:15][C:16]2[CH:21]=[CH:20][C:19]([OH:22])=[CH:18][CH:17]=2)[CH:14]=1)[C:2]1[CH:7]=[CH:6][CH:5]=[CH:4][CH:3]=1.[Cl-].[NH4+]. (4) Given the product [CH2:28]([O:27][C:22]1[CH:23]=[CH:24][CH:25]=[CH:26][C:21]=1[N:20]=[C:18]=[O:19])[CH3:29], predict the reactants needed to synthesize it. The reactants are: C(N1C2C(=CC(N[C:18]([NH:20][C:21]3[CH:26]=[CH:25][CH:24]=[CH:23][C:22]=3[O:27][CH2:28][CH3:29])=[O:19])=CC=2)C(=O)N1)C1C=CC=CC=1.C(N1C2C(=CC([N+]([O-])=O)=CC=2)C(=O)N1)C1C=CC=CC=1. (5) Given the product [F:1][C:2]1[CH:7]=[C:6]([F:8])[CH:5]=[CH:4][C:3]=1[NH:9][N:10]=[CH:15][C:14]1[CH:13]=[C:12]([OH:11])[C:19]([OH:20])=[CH:18][CH:17]=1, predict the reactants needed to synthesize it. The reactants are: [F:1][C:2]1[CH:7]=[C:6]([F:8])[CH:5]=[CH:4][C:3]=1[NH:9][NH2:10].[OH:11][C:12]1[CH:13]=[C:14]([CH:17]=[CH:18][C:19]=1[OH:20])[CH:15]=O. (6) Given the product [C:34]([O-:43])(=[O:42])[CH:35]([CH:37]([C:39]([O-:41])=[O:40])[OH:38])[OH:36].[OH:26][CH2:27][C@@H:28]([NH:29][CH2:34][C:15]1[C:11]2[N:12]=[CH:13][NH:14][C:9](=[O:8])[C:10]=2[NH:17][CH:16]=1)[C@H:22]([OH:21])[CH2:23][OH:24], predict the reactants needed to synthesize it. The reactants are: C([O:8][C:9]1[C:10]2[NH:17][CH:16]=[CH:15][C:11]=2[N:12]=[CH:13][N:14]=1)C1C=CC=CC=1.C([O:21][C@H:22]1[C@H:28]([NH2:29])[CH2:27][O:26]C(C)(C)[O:24][CH2:23]1)(=O)C.C=O.[C:34]([OH:43])(=[O:42])[C@@H:35]([C@H:37]([C:39]([OH:41])=[O:40])[OH:38])[OH:36].